Dataset: Catalyst prediction with 721,799 reactions and 888 catalyst types from USPTO. Task: Predict which catalyst facilitates the given reaction. (1) Reactant: [Cl:1][C:2]1[N:10]=[C:9]2[C:5]([N:6]=[CH:7][N:8]2[CH:11]([CH3:14])[CH2:12][CH3:13])=[C:4](Cl)[N:3]=1.[CH2:16]([NH2:23])[C:17]1[CH:22]=[CH:21][CH:20]=[CH:19][CH:18]=1. Product: [Cl:1][C:2]1[N:10]=[C:9]2[C:5]([N:6]=[CH:7][N:8]2[CH:11]([CH3:14])[CH2:12][CH3:13])=[C:4]([NH:23][CH2:16][C:17]2[CH:22]=[CH:21][CH:20]=[CH:19][CH:18]=2)[N:3]=1. The catalyst class is: 51. (2) Reactant: [C:1]([O:5][C:6]([NH:8][C@H:9]([C:19]([OH:21])=O)[C@@H:10]([CH3:18])[C:11]1[CH:16]=[CH:15][C:14]([F:17])=[CH:13][CH:12]=1)=[O:7])([CH3:4])([CH3:3])[CH3:2].C(Cl)CCl.C1C=CC2N(O)N=NC=2C=1.Cl.[F:37][C@H:38]1[CH2:42][CH2:41][NH:40][CH2:39]1.CCN(C(C)C)C(C)C. Product: [O:5]([C:6]([NH:8][C@@H:9]([C@H:10]([C:11]1[CH:12]=[CH:13][C:14]([F:17])=[CH:15][CH:16]=1)[CH3:18])[C:19]([N:40]1[CH2:41][CH2:42][C@H:38]([F:37])[CH2:39]1)=[O:21])=[O:7])[C:1]([CH3:2])([CH3:3])[CH3:4]. The catalyst class is: 39. (3) Reactant: [CH2:1]([O:3][C:4]1[CH:5]=[C:6]([NH:11][C:12]2[CH:17]=[CH:16][N:15]=[CH:14][CH:13]=2)[C:7]([NH2:10])=[CH:8][CH:9]=1)[CH3:2].[CH3:18][C:19]1[O:23][N:22]=[C:21]([NH:24][C:25](=O)[O:26]C2C=CC=CC=2)[CH:20]=1. Product: [CH2:1]([O:3][C:4]1[CH:9]=[CH:8][C:7]([NH:10][C:25]([NH:24][C:21]2[CH:20]=[C:19]([CH3:18])[O:23][N:22]=2)=[O:26])=[C:6]([NH:11][C:12]2[CH:17]=[CH:16][N:15]=[CH:14][CH:13]=2)[CH:5]=1)[CH3:2]. The catalyst class is: 1. (4) Reactant: [CH2:1]([OH:4])[C:2]#[CH:3].[Cl:5][C:6]1[C:7](I)=[C:8]([OH:13])[CH:9]=[C:10]([Cl:12])[CH:11]=1. Product: [Cl:5][C:6]1[C:7]2[CH:3]=[C:2]([CH2:1][OH:4])[O:13][C:8]=2[CH:9]=[C:10]([Cl:12])[CH:11]=1. The catalyst class is: 17. (5) Reactant: Cl[C:2]1[C:3]2[CH2:13][CH2:12][CH2:11][C:10]3[CH:14]=[CH:15][CH:16]=[CH:17][C:9]=3[C:4]=2[N:5]=[C:6]([NH2:8])[N:7]=1.Cl.Cl.Cl.[NH:21]1[CH2:29][CH2:28][NH:27][CH2:26][CH2:25][NH:24][CH2:23][CH2:22]1.CCN(C(C)C)C(C)C.COCCO. Product: [N:21]1([C:2]2[C:3]3[CH2:13][CH2:12][CH2:11][C:10]4[CH:14]=[CH:15][CH:16]=[CH:17][C:9]=4[C:4]=3[N:5]=[C:6]([NH2:8])[N:7]=2)[CH2:29][CH2:28][NH:27][CH2:26][CH2:25][NH:24][CH2:23][CH2:22]1. The catalyst class is: 28. (6) Reactant: [NH2:1][C:2]1[CH:9]=[CH:8][C:5]([C:6]#[N:7])=[C:4]([Cl:10])[CH:3]=1.ClC1C=C(Cl)C=C(Cl)C=1[O:20][C:21](=O)[CH:22]([C:35]1[CH:40]=[CH:39][CH:38]=[CH:37][CH:36]=1)[C:23](OC1C(Cl)=CC(Cl)=CC=1Cl)=[O:24]. Product: [Cl:10][C:4]1[CH:3]=[C:2]2[C:9]([C:23]([OH:24])=[C:22]([C:35]3[CH:40]=[CH:39][CH:38]=[CH:37][CH:36]=3)[C:21](=[O:20])[NH:1]2)=[CH:8][C:5]=1[C:6]#[N:7]. The catalyst class is: 27. (7) Reactant: C([O:4][CH2:5][CH2:6][C:7]1[CH:8]=[CH:9][CH:10]=[C:11]2[C:15]=1[N:14]([CH3:16])[CH:13]=[C:12]2[C:17](=[O:25])[CH2:18][C:19]1[CH:24]=[CH:23][CH:22]=[CH:21][CH:20]=1)(=O)C.[O-2].[Li+].[Li+]. Product: [OH:4][CH2:5][CH2:6][C:7]1[CH:8]=[CH:9][CH:10]=[C:11]2[C:15]=1[N:14]([CH3:16])[CH:13]=[C:12]2[C:17](=[O:25])[CH2:18][C:19]1[CH:24]=[CH:23][CH:22]=[CH:21][CH:20]=1. The catalyst class is: 38. (8) Reactant: [Cl:1][C:2]1[CH:7]=[CH:6][C:5]([C:8]2[N:9]=[C:10]3[CH:15]=[CH:14][C:13]([B:16]4[O:20]C(C)(C)C(C)(C)[O:17]4)=[CH:12][N:11]3[CH:25]=2)=[CH:4][CH:3]=1.Cl.C(OCC)C. Product: [ClH:1].[Cl:1][C:2]1[CH:3]=[CH:4][C:5]([C:8]2[N:9]=[C:10]3[CH:15]=[CH:14][C:13]([B:16]([OH:20])[OH:17])=[CH:12][N:11]3[CH:25]=2)=[CH:6][CH:7]=1. The catalyst class is: 95.